The task is: Regression/Classification. Given a drug SMILES string, predict its absorption, distribution, metabolism, or excretion properties. Task type varies by dataset: regression for continuous measurements (e.g., permeability, clearance, half-life) or binary classification for categorical outcomes (e.g., BBB penetration, CYP inhibition). Dataset: rlm.. This data is from Rat liver microsome stability data. (1) The drug is CC(C)(C)OC(=O)N[C@@H]1CCN(C(=O)O[C@H]2C3CC4CC2C[C@](C(N)=O)(C4)C3)C1. The result is 1 (stable in rat liver microsomes). (2) The molecule is CCOc1nc(NC(=O)C2(NC(=O)c3ccc4c(C5CCCC5)c(-c5ncc(Cl)cn5)n(C)c4c3)CCC2)cnc1C=CC(=O)O. The result is 0 (unstable in rat liver microsomes).